From a dataset of Full USPTO retrosynthesis dataset with 1.9M reactions from patents (1976-2016). Predict the reactants needed to synthesize the given product. (1) Given the product [CH:25]([C:22]1[S:23][CH:24]=[C:20]([C:18]([N:16]2[CH2:17][C:11]3([CH2:10][N:9]([CH2:8][CH2:7][C:6]4[CH:5]=[C:4]([CH:30]=[CH:29][CH:28]=4)[CH2:3][CH2:2][O:1][CH2:33][CH2:32][C:31]([O:35][C:36]([CH3:39])([CH3:38])[CH3:37])=[O:34])[CH2:12]3)[O:13][CH2:14][CH2:15]2)=[O:19])[N:21]=1)([CH3:27])[CH3:26], predict the reactants needed to synthesize it. The reactants are: [OH:1][CH2:2][CH2:3][C:4]1[CH:5]=[C:6]([CH:28]=[CH:29][CH:30]=1)[CH2:7][CH2:8][N:9]1[CH2:12][C:11]2([CH2:17][N:16]([C:18]([C:20]3[N:21]=[C:22]([CH:25]([CH3:27])[CH3:26])[S:23][CH:24]=3)=[O:19])[CH2:15][CH2:14][O:13]2)[CH2:10]1.[C:31]([O:35][C:36]([CH3:39])([CH3:38])[CH3:37])(=[O:34])[CH:32]=[CH2:33].[OH-].C([N+](C)(C)C)C1C=CC=CC=1. (2) Given the product [O:15]1[CH2:16][CH2:17][O:18][CH:14]1[C:10]1[CH:9]=[C:8]([C:2]#[C:1][Si:3]([CH3:6])([CH3:5])[CH3:4])[CH:13]=[CH:12][CH:11]=1, predict the reactants needed to synthesize it. The reactants are: [C:1]([Si:3]([CH3:6])([CH3:5])[CH3:4])#[CH:2].Br[C:8]1[CH:9]=[C:10]([CH:14]2[O:18][CH2:17][CH2:16][O:15]2)[CH:11]=[CH:12][CH:13]=1.CN(C)C=O.C(N(CC)CC)C. (3) Given the product [CH2:4]=[C:5]1[CH2:8][CH:7]([C:9]([O:11][CH2:2][CH3:3])=[O:10])[CH2:6]1, predict the reactants needed to synthesize it. The reactants are: I[CH2:2][CH3:3].[CH2:4]=[C:5]1[CH2:8][CH:7]([C:9]([OH:11])=[O:10])[CH2:6]1.C(=O)([O-])[O-].[Cs+].[Cs+]. (4) Given the product [CH3:30][C:7]1[CH:8]=[C:9]([O:12][CH2:13][CH2:14][C:15]2[S:16][CH:17]=[C:18]([C:20]3[CH:25]=[CH:24][C:23]([C:26]([F:28])([F:27])[F:29])=[CH:22][CH:21]=3)[N:19]=2)[CH:10]=[CH:11][C:6]=1[O:5][CH2:4][C:3]([OH:31])=[O:2], predict the reactants needed to synthesize it. The reactants are: C[O:2][C:3](=[O:31])[CH2:4][O:5][C:6]1[CH:11]=[CH:10][C:9]([O:12][CH2:13][CH2:14][C:15]2[S:16][CH:17]=[C:18]([C:20]3[CH:25]=[CH:24][C:23]([C:26]([F:29])([F:28])[F:27])=[CH:22][CH:21]=3)[N:19]=2)=[CH:8][C:7]=1[CH3:30].C1COCC1.[Li+].[OH-].Cl.